This data is from Reaction yield outcomes from USPTO patents with 853,638 reactions. The task is: Predict the reaction yield, written as a fraction of the theoretical maximum amount of product (1.0 means a 100% yield; for example, 0.34 means a 34% yield). The reactants are N1C=CC=[CH:3][C:2]=1[S:7][S:8][C:9]1[CH:14]=[CH:13][CH:12]=[CH:11][N:10]=1.Cl.[NH2:16]CCS. The catalyst is CO.C(O)(=O)C. The product is [N:10]1[CH:11]=[CH:12][CH:13]=[CH:14][C:9]=1[S:8][S:7][CH2:2][CH2:3][NH2:16]. The yield is 0.740.